This data is from HIV replication inhibition screening data with 41,000+ compounds from the AIDS Antiviral Screen. The task is: Binary Classification. Given a drug SMILES string, predict its activity (active/inactive) in a high-throughput screening assay against a specified biological target. (1) The molecule is Nc1ncnc2c1Sc1nc(Cl)ccc1N2. The result is 0 (inactive). (2) The drug is Cc1cc(C)n(CCNCCn2nc(C)cc2C)n1. The result is 0 (inactive). (3) The drug is C#CCN(Cc1ccc2nc(-c3ccccc3)c(Cl)nc2c1)c1ccc(Cl)c(Cl)c1. The result is 0 (inactive). (4) The result is 0 (inactive). The drug is Cc1nc(C(=Nn2cnnc2)Nc2ccc(Br)cc2)no1. (5) The molecule is COC(=O)c1cc(C(=C2CC2)c2cc(Br)c(OC)c(C(=O)OC)c2)cc(Br)c1OC. The result is 0 (inactive). (6) The result is 0 (inactive). The molecule is CC(C)(CO)N1C(=O)c2ccccc2C1(O)c1ccc(Cl)cc1. (7) The compound is O=c1c2ccccc2c(=O)c2c1cc(Cl)c1[nH]c3c([nH]c12)c(Cl)cc1c(=O)c2ccccc2c(=O)c13. The result is 0 (inactive).